From a dataset of Full USPTO retrosynthesis dataset with 1.9M reactions from patents (1976-2016). Predict the reactants needed to synthesize the given product. (1) Given the product [NH2:18][C:17]1[N:16]([CH3:19])[C:15](=[O:20])[NH:14][C:13](=[O:21])[C:12]=1[NH:11][CH:8]([C@H:5]1[CH2:6][CH2:7][C@H:2]([CH3:1])[CH2:3][CH2:4]1)[CH3:9], predict the reactants needed to synthesize it. The reactants are: [CH3:1][C@H:2]1[CH2:7][CH2:6][C@H:5]([C:8](=O)[CH3:9])[CH2:4][CH2:3]1.[NH2:11][C:12]1[C:13](=[O:21])[NH:14][C:15](=[O:20])[N:16]([CH3:19])[C:17]=1[NH2:18].C(O)(=O)C.[BH3-]C#N.[Na+]. (2) Given the product [Cl:11][C:12]1[CH:13]=[CH:14][C:15](=[O:18])[N:16]([CH2:2][C:3]2[CH:8]=[CH:7][C:6]([CH2:9][OH:10])=[CH:5][CH:4]=2)[CH:17]=1, predict the reactants needed to synthesize it. The reactants are: Cl[CH2:2][C:3]1[CH:8]=[CH:7][C:6]([CH2:9][OH:10])=[CH:5][CH:4]=1.[Cl:11][C:12]1[CH:13]=[CH:14][C:15]([OH:18])=[N:16][CH:17]=1.C(=O)([O-])[O-].[K+].[K+]. (3) Given the product [CH2:1]([O:3][C:4](=[O:5])[CH2:6][C:7]1[N:29]=[C:12]([C:13]2[CH:18]=[CH:17][C:16]([C:19]([F:22])([F:21])[F:20])=[CH:15][CH:14]=2)[O:11][C:8]=1[CH2:9][CH3:10])[CH3:2], predict the reactants needed to synthesize it. The reactants are: [CH2:1]([O:3][C:4]([CH2:6][C:7](=O)[CH:8]([O:11][C:12](=O)[C:13]1[CH:18]=[CH:17][C:16]([C:19]([F:22])([F:21])[F:20])=[CH:15][CH:14]=1)[CH2:9][CH3:10])=[O:5])[CH3:2].C([O-])(=O)C.[NH4+:29]. (4) Given the product [NH2:32][C:24]1[N:23]=[C:22]2[C:27]([N:28]=[CH:29][N:21]2[CH:13]2[C@:14]([CH3:16])([OH:17])[CH2:15][C@@H:11]([CH2:10][OH:9])[O:12]2)=[C:26]([O:30][CH3:31])[N:25]=1, predict the reactants needed to synthesize it. The reactants are: C([O:9][CH2:10][C@@H:11]1[CH2:15][C@:14]([O:17]C(=O)C)([CH3:16])[CH:13]([N:21]2[CH:29]=[N:28][C:27]3[C:22]2=[N:23][C:24]([NH2:32])=[N:25][C:26]=3[O:30][CH3:31])[O:12]1)(=O)C1C=CC=CC=1. (5) Given the product [C:22]([O:26][C:27]([NH:29][C@@H:30]([C:35]([N:11]1[CH2:12][CH2:13][CH2:14][C@H:10]1[C:9]([NH:8][CH2:7][C:6]1[CH:16]=[C:2]([Cl:1])[CH:3]=[CH:4][C:5]=1[N:17]1[CH:21]=[N:20][CH:19]=[N:18]1)=[O:15])=[O:36])[CH2:31][CH:32]1[CH2:34][CH2:33]1)=[O:28])([CH3:24])([CH3:25])[CH3:23], predict the reactants needed to synthesize it. The reactants are: [Cl:1][C:2]1[CH:3]=[CH:4][C:5]([N:17]2[CH:21]=[N:20][CH:19]=[N:18]2)=[C:6]([CH:16]=1)[CH2:7][NH:8][C:9](=[O:15])[C@@H:10]1[CH2:14][CH2:13][CH2:12][NH:11]1.[C:22]([O:26][C:27]([NH:29][C@@H:30]([C:35](O)=[O:36])[CH2:31][CH:32]1[CH2:34][CH2:33]1)=[O:28])([CH3:25])([CH3:24])[CH3:23].C1C=C2N=NN(O)C2=CC=1.O.C(Cl)CCl.C(N(C(C)C)CC)(C)C.